This data is from Full USPTO retrosynthesis dataset with 1.9M reactions from patents (1976-2016). The task is: Predict the reactants needed to synthesize the given product. Given the product [Cl:30][C:10]1[CH:11]=[C:12]([CH:26]=[C:27]([O:28][CH3:29])[C:9]=1[OH:8])[C:13]([N:15]1[C:19]2[CH:20]=[CH:21][CH:22]=[CH:23][C:18]=2[S:17](=[O:24])(=[O:25])[CH2:16]1)=[O:14], predict the reactants needed to synthesize it. The reactants are: C([O:8][C:9]1[C:27]([O:28][CH3:29])=[CH:26][C:12]([C:13]([N:15]2[C:19]3[CH:20]=[CH:21][CH:22]=[CH:23][C:18]=3[S:17](=[O:25])(=[O:24])[CH2:16]2)=[O:14])=[CH:11][C:10]=1[Cl:30])C1C=CC=CC=1.